From a dataset of Full USPTO retrosynthesis dataset with 1.9M reactions from patents (1976-2016). Predict the reactants needed to synthesize the given product. Given the product [Cl:13][C:14]1[C:19]2[C:20](=[O:22])[CH:35]([C:36]([O:38][CH2:39][CH3:40])=[O:37])[CH2:34][CH2:33][N:23]([CH2:24][C:25]3[CH:26]=[CH:27][C:28]([O:31][CH3:32])=[CH:29][CH:30]=3)[C:18]=2[N:17]=[C:16]([S:41][CH3:42])[N:15]=1, predict the reactants needed to synthesize it. The reactants are: C(NC(C)C)(C)C.[Li]CCCC.[Cl:13][C:14]1[C:19]([C:20]([O-:22])=O)=[C:18]([N:23]([CH2:33][CH2:34][CH2:35][C:36]([O:38][CH2:39][CH3:40])=[O:37])[CH2:24][C:25]2[CH:30]=[CH:29][C:28]([O:31][CH3:32])=[CH:27][CH:26]=2)[N:17]=[C:16]([S:41][CH3:42])[N:15]=1.O.